This data is from Full USPTO retrosynthesis dataset with 1.9M reactions from patents (1976-2016). The task is: Predict the reactants needed to synthesize the given product. (1) Given the product [CH3:20][O:19][C:5]1[CH:4]=[CH:3][C:2]([B:21]2[O:25][C:24]([CH3:27])([CH3:26])[C:23]([CH3:29])([CH3:28])[O:22]2)=[CH:7][C:6]=1[C:8]1[O:9][C:10]2[C:11](=[C:13]([C:17]#[N:18])[CH:14]=[CH:15][CH:16]=2)[N:12]=1, predict the reactants needed to synthesize it. The reactants are: Br[C:2]1[CH:3]=[CH:4][C:5]([O:19][CH3:20])=[C:6]([C:8]2[O:9][C:10]3[C:11](=[C:13]([C:17]#[N:18])[CH:14]=[CH:15][CH:16]=3)[N:12]=2)[CH:7]=1.[B:21]1([B:21]2[O:25][C:24]([CH3:27])([CH3:26])[C:23]([CH3:29])([CH3:28])[O:22]2)[O:25][C:24]([CH3:27])([CH3:26])[C:23]([CH3:29])([CH3:28])[O:22]1.C(O[K])(C)=O. (2) Given the product [CH3:19][N:18]([CH3:20])[CH2:17][CH2:16][N:11]1[CH2:10][CH2:9][S:8][C:7]2[CH:12]=[CH:13][C:4]([N+:1]([O-:3])=[O:2])=[CH:5][C:6]1=2, predict the reactants needed to synthesize it. The reactants are: [N+:1]([C:4]1[CH:13]=[CH:12][C:7]2[S:8][CH2:9][CH2:10][NH:11][C:6]=2[CH:5]=1)([O-:3])=[O:2].Cl.Cl[CH2:16][CH2:17][N:18]([CH3:20])[CH3:19].[OH-].[Na+]. (3) Given the product [NH2:10][C:11]12[CH2:17][CH2:16][CH:15]([CH2:18][CH2:19]1)[CH2:14][N:13]1[C:20](=[O:46])[C:21]([OH:38])=[C:22]([C:24]3[NH:28][CH:27]=[C:26]([CH2:30][C:31]4[CH:36]=[CH:35][C:34]([F:37])=[CH:33][CH:32]=4)[N:25]=3)[N:23]=[C:12]21, predict the reactants needed to synthesize it. The reactants are: C(OC(=O)[NH:10][C:11]12[CH2:19][CH2:18][CH:15]([CH2:16][CH2:17]1)[CH2:14][N:13]1[C:20](=[O:46])[C:21]([O:38]CC3C=CC=CC=3)=[C:22]([C:24]3[NH:25][C:26]([CH2:30][C:31]4[CH:36]=[CH:35][C:34]([F:37])=[CH:33][CH:32]=4)=[C:27](Cl)[N:28]=3)[N:23]=[C:12]21)C1C=CC=CC=1.C(O)=O. (4) The reactants are: CC([N:5]([CH2:9][C:10]([N:12]([CH2:26][C:27]1[CH:32]=[CH:31][CH:30]=[C:29]([Cl:33])[C:28]=1[CH3:34])[C:13]1[N:14]=[C:15]([N:20]2[CH2:25][CH2:24][O:23][CH2:22][CH2:21]2)[S:16][C:17]=1[C:18]#[N:19])=O)C(=O)[O-])(C)C.B1([O-])O[O:36]1.O.O.O.O.[Na+].Cl.O1CCOCC1. Given the product [NH2:5][CH2:9][C:10]1[N:12]([CH2:26][C:27]2[CH:32]=[CH:31][CH:30]=[C:29]([Cl:33])[C:28]=2[CH3:34])[C:13]2[N:14]=[C:15]([N:20]3[CH2:25][CH2:24][O:23][CH2:22][CH2:21]3)[S:16][C:17]=2[C:18](=[O:36])[N:19]=1, predict the reactants needed to synthesize it. (5) Given the product [CH3:15][O:14][C:4]1[N:3]=[C:2]([C:19]([NH:18][CH2:17][C:22]2([C:41]3[CH:46]=[CH:45][CH:44]=[CH:43][CH:42]=3)[CH2:49][CH2:31][CH2:27][CH2:26]2)=[O:24])[CH:7]=[N:6][C:5]=1[N:8]1[CH:12]=[C:11]([CH3:13])[N:10]=[CH:9]1, predict the reactants needed to synthesize it. The reactants are: Br[C:2]1[N:3]=[C:4]([O:14][CH3:15])[C:5]([N:8]2[CH:12]=[C:11]([CH3:13])[N:10]=[CH:9]2)=[N:6][CH:7]=1.Br[C:17]1[N:18]=[C:19]([O:24]C)C(I)=N[CH:22]=1.[CH3:26][C:27]1N=CN[CH:31]=1.[O-]P([O-])([O-])=O.[K+].[K+].[K+].N[C@@H:41]1[CH2:46][CH2:45][CH2:44][CH2:43][C@H:42]1N.O1CCOC[CH2:49]1. (6) Given the product [ClH:19].[CH3:1][O:2][C:3](=[O:16])[C:4]1[CH:9]=[CH:8][CH:7]=[C:6]([CH2:10][NH2:11])[C:5]=1[C:12]([O:14][CH3:15])=[O:13], predict the reactants needed to synthesize it. The reactants are: [CH3:1][O:2][C:3](=[O:16])[C:4]1[CH:9]=[CH:8][CH:7]=[C:6]([C:10]#[N:11])[C:5]=1[C:12]([O:14][CH3:15])=[O:13].[H][H].[ClH:19]. (7) Given the product [CH3:1][O:2][C:3]1[CH:11]=[CH:10][C:9]2[N:8]3[CH2:12][CH2:13][CH2:14][C:7]3=[C:6]([C:24]3[CH2:25][CH2:26][N:21]([CH3:20])[CH2:22][CH:23]=3)[C:5]=2[CH:4]=1, predict the reactants needed to synthesize it. The reactants are: [CH3:1][O:2][C:3]1[CH:11]=[CH:10][C:9]2[N:8]3[CH2:12][CH2:13][CH2:14][C:7]3=[CH:6][C:5]=2[CH:4]=1.OP(O)(O)=O.[CH3:20][N:21]1[CH2:26][CH2:25][C:24](=O)[CH2:23][CH2:22]1.[OH-].[NH4+].